From a dataset of Peptide-MHC class I binding affinity with 185,985 pairs from IEDB/IMGT. Regression. Given a peptide amino acid sequence and an MHC pseudo amino acid sequence, predict their binding affinity value. This is MHC class I binding data. (1) The peptide sequence is YTENTSSYY. The MHC is HLA-A01:01 with pseudo-sequence HLA-A01:01. The binding affinity (normalized) is 0.369. (2) The peptide sequence is VMRFFGGL. The MHC is H-2-Db with pseudo-sequence H-2-Db. The binding affinity (normalized) is 0.